Predict the product of the given reaction. From a dataset of Forward reaction prediction with 1.9M reactions from USPTO patents (1976-2016). (1) Given the reactants [O:1]1[CH2:6][CH2:5][CH:4]([C:7]2[C:8]([O:16][CH2:17][C:18]([F:21])([F:20])[F:19])=[N:9][CH:10]=[C:11]([CH:15]=2)[C:12]([OH:14])=O)[CH2:3][CH2:2]1.CN(C(ON1N=NC2C=CC=CC1=2)=[N+](C)C)C.[B-](F)(F)(F)F.C(N(CC)C(C)C)(C)C.[CH3:53][N:54]([C:56]1[CH:61]=[CH:60][CH:59]=[CH:58][CH:57]=1)[NH2:55], predict the reaction product. The product is: [CH3:53][N:54]([C:56]1[CH:61]=[CH:60][CH:59]=[CH:58][CH:57]=1)[NH:55][C:12](=[O:14])[C:11]1[CH:15]=[C:7]([CH:4]2[CH2:3][CH2:2][O:1][CH2:6][CH2:5]2)[C:8]([O:16][CH2:17][C:18]([F:21])([F:20])[F:19])=[N:9][CH:10]=1. (2) Given the reactants C[C@]1(O)[C@@H]2C(=[C:12]([OH:30])[C@:13]3([OH:29])[C:20](=[O:21])[C:19](C(N)=O)=[C:18]([OH:25])[C@@H:17](N(C)C)[C@@H]3C2)C(=O)C2C(O)=CC=CC1=2.CC1(C)S[C@@H]2[C@H](NC([C@H](N)C3C=CC=CC=3)=O)C(=[O:41])N2[C@H]1C(O)=O, predict the reaction product. The product is: [O:30]=[CH:12][C@@H:13]([C@@H:20]([C@H:19]([C@H:18]([CH3:17])[OH:25])[OH:41])[OH:21])[OH:29]. (3) Given the reactants [OH:1][CH2:2][CH:3]1[CH2:8][N:7]([C:9]([O:11][C:12]([CH3:15])([CH3:14])[CH3:13])=[O:10])[CH2:6][CH2:5][N:4]1[C:16]([O:18][C:19]([CH3:22])([CH3:21])[CH3:20])=[O:17].[CH2:23]1COCC1.[H-].[Na+].IC, predict the reaction product. The product is: [CH3:23][O:1][CH2:2][CH:3]1[CH2:8][N:7]([C:9]([O:11][C:12]([CH3:14])([CH3:15])[CH3:13])=[O:10])[CH2:6][CH2:5][N:4]1[C:16]([O:18][C:19]([CH3:22])([CH3:21])[CH3:20])=[O:17]. (4) Given the reactants [CH3:1][O:2][C:3]([C:5]1[C@H:6]([C:18]2[CH:23]=[CH:22][C:21]([F:24])=[CH:20][C:19]=2[Cl:25])[N:7]=[C:8]([C:13]2[S:14][CH:15]=[CH:16][N:17]=2)[NH:9][C:10]=1[CH2:11]Br)=[O:4].[CH2:26]1[CH:35]2[N:30]([C:31](=[O:36])[O:32][CH2:33][CH2:34]2)[CH2:29][CH2:28][NH:27]1.CCN(C(C)C)C(C)C, predict the reaction product. The product is: [Cl:25][C:19]1[CH:20]=[C:21]([F:24])[CH:22]=[CH:23][C:18]=1[C@H:6]1[C:5]([C:3]([O:2][CH3:1])=[O:4])=[C:10]([CH2:11][N:27]2[CH2:28][CH2:29][N:30]3[C:31](=[O:36])[O:32][CH2:33][CH2:34][CH:35]3[CH2:26]2)[NH:9][C:8]([C:13]2[S:14][CH:15]=[CH:16][N:17]=2)=[N:7]1. (5) Given the reactants [Br:1][C:2]1[CH:3]=[C:4]2[C:8](=[CH:9][CH:10]=1)[N:7](C(OC(C)(C)C)=O)[N:6]=[C:5]2I.[N:19]1[CH:24]=[CH:23][C:22](B(O)O)=[CH:21][CH:20]=1.[O-]P([O-])([O-])=O.[K+].[K+].[K+], predict the reaction product. The product is: [Br:1][C:2]1[CH:3]=[C:4]2[C:8](=[CH:9][CH:10]=1)[NH:7][N:6]=[C:5]2[C:22]1[CH:23]=[CH:24][N:19]=[CH:20][CH:21]=1. (6) Given the reactants [NH2:1][C:2]1[CH:3]=[N:4][CH:5]=[CH:6][C:7]=1[CH2:8][OH:9].[C:10]1([CH2:16][O:17][C:18]2[CH:26]=[CH:25][C:24]([C:27]3[CH:32]=[CH:31][N:30]=[CH:29][CH:28]=3)=[CH:23][C:19]=2[C:20](O)=[O:21])[CH:15]=[CH:14][CH:13]=[CH:12][CH:11]=1.C(Cl)CCl.C1C=CC2N(O)N=NC=2C=1.C(N(CC)CC)C, predict the reaction product. The product is: [OH:9][CH2:8][C:7]1[CH:6]=[CH:5][N:4]=[CH:3][C:2]=1[NH:1][C:20](=[O:21])[C:19]1[CH:23]=[C:24]([C:27]2[CH:28]=[CH:29][N:30]=[CH:31][CH:32]=2)[CH:25]=[CH:26][C:18]=1[O:17][CH2:16][C:10]1[CH:11]=[CH:12][CH:13]=[CH:14][CH:15]=1.